Dataset: Forward reaction prediction with 1.9M reactions from USPTO patents (1976-2016). Task: Predict the product of the given reaction. (1) Given the reactants C[O:2][C:3]1[N:8]=[C:7]([O:9]C)[C:6]([C:11]2[CH:16]=[CH:15][CH:14]=[CH:13][CH:12]=2)=[CH:5][N:4]=1, predict the reaction product. The product is: [C:11]1([C:6]2[C:7](=[O:9])[NH:8][C:3](=[O:2])[NH:4][CH:5]=2)[CH:12]=[CH:13][CH:14]=[CH:15][CH:16]=1. (2) Given the reactants [CH2:1]([N:5]1[CH2:9][C:8]([CH3:11])([CH3:10])[S:7][C:6]1=[NH:12])[CH2:2][CH2:3][CH3:4].[Cl:13][C:14]1[CH:15]=[CH:16][C:17]([O:23][CH3:24])=[C:18]([CH:22]=1)[C:19](O)=[O:20].CCN=C=NCCCN(C)C.C1C=CC2N(O)N=NC=2C=1, predict the reaction product. The product is: [CH2:1]([N:5]1[CH2:9][C:8]([CH3:11])([CH3:10])[S:7]/[C:6]/1=[N:12]\[C:19](=[O:20])[C:18]1[CH:22]=[C:14]([Cl:13])[CH:15]=[CH:16][C:17]=1[O:23][CH3:24])[CH2:2][CH2:3][CH3:4]. (3) Given the reactants [N:1]1[C:10]2[C:5](=[CH:6][CH:7]=[CH:8][CH:9]=2)[C:4]([CH:11]=[O:12])=[CH:3][CH:2]=1.[CH3:13][Mg]I.C(OCC)C, predict the reaction product. The product is: [N:1]1[C:10]2[C:5](=[CH:6][CH:7]=[CH:8][CH:9]=2)[C:4]([CH:11]([OH:12])[CH3:13])=[CH:3][CH:2]=1. (4) The product is: [F:1][C:2]([F:26])([C:19]1[CH:24]=[CH:23][C:22]([F:25])=[CH:21][N:20]=1)[C:3]1[N:12]=[C:11]([NH:47][C:44]2[CH:43]=[C:42]([CH3:41])[NH:46][N:45]=2)[C:10]2[C:5](=[C:6]([O:14][C:15]([F:18])([F:17])[F:16])[CH:7]=[CH:8][CH:9]=2)[N:4]=1. Given the reactants [F:1][C:2]([F:26])([C:19]1[CH:24]=[CH:23][C:22]([F:25])=[CH:21][N:20]=1)[C:3]1[N:12]=[C:11](O)[C:10]2[C:5](=[C:6]([O:14][C:15]([F:18])([F:17])[F:16])[CH:7]=[CH:8][CH:9]=2)[N:4]=1.P(Br)(Br)(Br)=O.CCN(C(C)C)C(C)C.[CH3:41][C:42]1[NH:46][N:45]=[C:44]([NH2:47])[CH:43]=1, predict the reaction product. (5) Given the reactants [CH3:1][N:2]([CH2:10][CH2:11][NH:12][CH3:13])[C:3](=[O:9])[O:4][C:5]([CH3:8])([CH3:7])[CH3:6].F[C:15]1[C:20]([N+:21]([O-:23])=[O:22])=[CH:19][C:18]([NH:24][C:25]2[N:30]=[C:29]([C:31]3[C:39]4[C:34](=[CH:35][CH:36]=[CH:37][CH:38]=4)[N:33]([CH3:40])[CH:32]=3)[CH:28]=[CH:27][N:26]=2)=[C:17]([O:41][CH3:42])[CH:16]=1.CCN(C(C)C)C(C)C, predict the reaction product. The product is: [CH3:42][O:41][C:17]1[C:18]([NH:24][C:25]2[N:30]=[C:29]([C:31]3[C:39]4[C:34](=[CH:35][CH:36]=[CH:37][CH:38]=4)[N:33]([CH3:40])[CH:32]=3)[CH:28]=[CH:27][N:26]=2)=[CH:19][C:20]([N+:21]([O-:23])=[O:22])=[C:15]([N:12]([CH3:13])[CH2:11][CH2:10][N:2]([CH3:1])[C:3](=[O:9])[O:4][C:5]([CH3:6])([CH3:7])[CH3:8])[CH:16]=1. (6) Given the reactants [Cl:1][C:2]1[S:6][C:5]([C:7](=[O:28])[CH:8]([CH2:14][C:15]2[CH:20]=[CH:19][CH:18]=[C:17]([O:21][C:22]([F:27])([F:26])[CH:23]([F:25])[F:24])[CH:16]=2)[C:9]([O:11][CH2:12][CH3:13])=[O:10])=[CH:4][CH:3]=1.Cl, predict the reaction product. The product is: [Cl:1][C:2]1[S:6][C:5]([CH:7]([OH:28])[CH:8]([CH2:14][C:15]2[CH:20]=[CH:19][CH:18]=[C:17]([O:21][C:22]([F:26])([F:27])[CH:23]([F:24])[F:25])[CH:16]=2)[C:9]([O:11][CH2:12][CH3:13])=[O:10])=[CH:4][CH:3]=1. (7) Given the reactants Br[C:2]1[CH:11]=[CH:10][C:9]2[N:8]=[CH:7][C:6]3[N:12]([CH3:23])[C:13](=[O:22])[N:14]([C:15]4[C:16]([CH3:21])=[N:17][N:18]([CH3:20])[CH:19]=4)[C:5]=3[C:4]=2[CH:3]=1.[CH3:24][N:25]([C:30]1[C:31]([CH3:45])=[N:32][CH:33]=[C:34](B2OC(C)(C)C(C)(C)O2)[CH:35]=1)[S:26]([CH3:29])(=[O:28])=[O:27], predict the reaction product. The product is: [CH3:20][N:18]1[CH:19]=[C:15]([N:14]2[C:5]3[C:4]4[CH:3]=[C:2]([C:34]5[CH:35]=[C:30]([N:25]([CH3:24])[S:26]([CH3:29])(=[O:27])=[O:28])[C:31]([CH3:45])=[N:32][CH:33]=5)[CH:11]=[CH:10][C:9]=4[N:8]=[CH:7][C:6]=3[N:12]([CH3:23])[C:13]2=[O:22])[C:16]([CH3:21])=[N:17]1.